From a dataset of NCI-60 drug combinations with 297,098 pairs across 59 cell lines. Regression. Given two drug SMILES strings and cell line genomic features, predict the synergy score measuring deviation from expected non-interaction effect. (1) Drug 1: CCCS(=O)(=O)NC1=C(C(=C(C=C1)F)C(=O)C2=CNC3=C2C=C(C=N3)C4=CC=C(C=C4)Cl)F. Drug 2: CC(C)CN1C=NC2=C1C3=CC=CC=C3N=C2N. Cell line: A498. Synergy scores: CSS=1.54, Synergy_ZIP=0.0767, Synergy_Bliss=2.00, Synergy_Loewe=-0.0920, Synergy_HSA=0.0948. (2) Drug 1: CC(CN1CC(=O)NC(=O)C1)N2CC(=O)NC(=O)C2. Drug 2: CC(C1=C(C=CC(=C1Cl)F)Cl)OC2=C(N=CC(=C2)C3=CN(N=C3)C4CCNCC4)N. Cell line: A549. Synergy scores: CSS=40.2, Synergy_ZIP=-4.98, Synergy_Bliss=-0.552, Synergy_Loewe=2.82, Synergy_HSA=3.24. (3) Drug 1: C1=CC(=C2C(=C1NCCNCCO)C(=O)C3=C(C=CC(=C3C2=O)O)O)NCCNCCO. Drug 2: CCN(CC)CCNC(=O)C1=C(NC(=C1C)C=C2C3=C(C=CC(=C3)F)NC2=O)C. Cell line: MALME-3M. Synergy scores: CSS=30.8, Synergy_ZIP=6.26, Synergy_Bliss=9.26, Synergy_Loewe=-4.58, Synergy_HSA=8.64. (4) Synergy scores: CSS=17.7, Synergy_ZIP=-12.2, Synergy_Bliss=-5.58, Synergy_Loewe=-5.85, Synergy_HSA=-5.23. Drug 1: CC1=C2C(C(=O)C3(C(CC4C(C3C(C(C2(C)C)(CC1OC(=O)C(C(C5=CC=CC=C5)NC(=O)OC(C)(C)C)O)O)OC(=O)C6=CC=CC=C6)(CO4)OC(=O)C)OC)C)OC. Cell line: NCI/ADR-RES. Drug 2: C1=CC=C(C=C1)NC(=O)CCCCCCC(=O)NO. (5) Drug 1: C1CCC(C1)C(CC#N)N2C=C(C=N2)C3=C4C=CNC4=NC=N3. Drug 2: CCN(CC)CCNC(=O)C1=C(NC(=C1C)C=C2C3=C(C=CC(=C3)F)NC2=O)C. Cell line: PC-3. Synergy scores: CSS=-2.82, Synergy_ZIP=0.935, Synergy_Bliss=0.697, Synergy_Loewe=-2.29, Synergy_HSA=-0.983. (6) Drug 2: C1CNP(=O)(OC1)N(CCCl)CCCl. Drug 1: COC1=CC(=CC(=C1O)OC)C2C3C(COC3=O)C(C4=CC5=C(C=C24)OCO5)OC6C(C(C7C(O6)COC(O7)C8=CC=CS8)O)O. Cell line: LOX IMVI. Synergy scores: CSS=39.3, Synergy_ZIP=11.3, Synergy_Bliss=6.31, Synergy_Loewe=-27.4, Synergy_HSA=5.41.